From a dataset of Forward reaction prediction with 1.9M reactions from USPTO patents (1976-2016). Predict the product of the given reaction. (1) Given the reactants [N:1]([C:4]1[CH:9]=[CH:8][CH:7]=[CH:6][C:5]=1[O:10][C:11]1[CH:16]=[CH:15][CH:14]=[CH:13][CH:12]=1)=[C:2]=[O:3].[N:17]1[CH:22]=[CH:21][CH:20]=[C:19]([C:23]2[CH2:27][CH:26]([C:28]3[CH:33]=[CH:32][CH:31]=[CH:30][C:29]=3[OH:34])[NH:25][N:24]=2)[CH:18]=1, predict the reaction product. The product is: [OH:34][C:29]1[CH:30]=[CH:31][CH:32]=[CH:33][C:28]=1[CH:26]1[N:25]([C:2]([NH:1][C:4]2[CH:9]=[CH:8][CH:7]=[CH:6][C:5]=2[O:10][C:11]2[CH:16]=[CH:15][CH:14]=[CH:13][CH:12]=2)=[O:3])[N:24]=[C:23]([C:19]2[CH:18]=[N:17][CH:22]=[CH:21][CH:20]=2)[CH2:27]1. (2) The product is: [F:12][C:13]1[CH:14]=[C:15]([N+:20]([O-:22])=[O:21])[CH:16]=[CH:17][C:18]=1[CH:2]([C:1]([O:8][CH3:9])=[O:7])[C:3]([O:5][CH3:6])=[O:4]. Given the reactants [C:1]([O:8][CH3:9])(=[O:7])[CH2:2][C:3]([O:5][CH3:6])=[O:4].[H-].[Na+].[F:12][C:13]1[CH:14]=[C:15]([N+:20]([O-:22])=[O:21])[CH:16]=[CH:17][C:18]=1F.[Cl-].[NH4+], predict the reaction product. (3) The product is: [Cl:16][C:15]1[C:10]([C:7]2[CH:8]=[CH:9][C:4]([C:3]([OH:21])=[O:2])=[CH:5][CH:6]=2)=[N:11][C:12]([NH:17][CH:18]2[CH2:20][CH2:19]2)=[N:13][CH:14]=1. Given the reactants C[O:2][C:3](=[O:21])[C:4]1[CH:9]=[CH:8][C:7]([C:10]2[C:15]([Cl:16])=[CH:14][N:13]=[C:12]([NH:17][CH:18]3[CH2:20][CH2:19]3)[N:11]=2)=[CH:6][CH:5]=1.O.[OH-].[Li+], predict the reaction product. (4) Given the reactants [CH3:1][CH2:2][CH:3]([CH2:19][CH2:20][CH3:21])[CH2:4][CH2:5][C:6]1[CH:10]=[CH:9][S:8](=[SiH2:11])[C:7]=1[C:12]1[S:13][CH:14]=[CH:15][C:16]=1[CH2:17][CH3:18].[Li]CCCC.[Sn:27](Cl)([CH3:30])([CH3:29])[CH3:28], predict the reaction product. The product is: [CH3:28][Sn:27]([CH3:30])([CH3:29])[CH:20]([CH3:21])[CH2:19][CH:3]([CH2:2][CH3:1])[CH2:4][CH2:5][C:6]1[CH:10]=[CH:9][S:8](=[SiH2:11])[C:7]=1[C:12]1[S:13][C:14]([Sn:27]([CH3:30])([CH3:29])[CH3:28])=[CH:15][C:16]=1[CH2:17][CH3:18]. (5) Given the reactants [CH3:1][O:2][C:3]([C:5]1[C:13]2[S:12][C:11]([NH2:14])=[N:10][C:9]=2[CH:8]=[C:7]([C:15]2[CH:16]=[N:17][CH:18]=[CH:19][CH:20]=2)[CH:6]=1)=[O:4].[CH2:21]([N:23]=[C:24]=[O:25])[CH3:22], predict the reaction product. The product is: [CH3:1][O:2][C:3]([C:5]1[C:13]2[S:12][C:11]([NH:14][C:24]([NH:23][CH2:21][CH3:22])=[O:25])=[N:10][C:9]=2[CH:8]=[C:7]([C:15]2[CH:16]=[N:17][CH:18]=[CH:19][CH:20]=2)[CH:6]=1)=[O:4]. (6) Given the reactants C[O:2][C:3](=[O:23])[C:4]1[CH:9]=[CH:8][C:7]([C:10]2[O:11][C:12]([N:17]3[CH2:22][CH2:21][O:20][CH2:19][CH2:18]3)=[CH:13][C:14](=[O:16])[CH:15]=2)=[CH:6][CH:5]=1.[OH-].[Na+:25], predict the reaction product. The product is: [Na+:25].[N:17]1([C:12]2[O:11][C:10]([C:7]3[CH:8]=[CH:9][C:4]([C:3]([O-:23])=[O:2])=[CH:5][CH:6]=3)=[CH:15][C:14](=[O:16])[CH:13]=2)[CH2:22][CH2:21][O:20][CH2:19][CH2:18]1. (7) Given the reactants [N:1]1([C:7]2[CH:14]=[CH:13][C:10]([CH:11]=O)=[C:9]([O:15][C:16]([F:19])([F:18])[F:17])[CH:8]=2)[CH2:6][CH2:5][O:4][CH2:3][CH2:2]1.[CH3:20][C:21]1([CH3:34])[CH2:26][NH:25][CH2:24][CH2:23][N:22]1[C:27]([O:29][C:30]([CH3:33])([CH3:32])[CH3:31])=[O:28].ClCCCl.[Na], predict the reaction product. The product is: [CH3:20][C:21]1([CH3:34])[CH2:26][N:25]([CH2:11][C:10]2[CH:13]=[CH:14][C:7]([N:1]3[CH2:6][CH2:5][O:4][CH2:3][CH2:2]3)=[CH:8][C:9]=2[O:15][C:16]([F:19])([F:18])[F:17])[CH2:24][CH2:23][N:22]1[C:27]([O:29][C:30]([CH3:33])([CH3:32])[CH3:31])=[O:28]. (8) Given the reactants [N+:1]([C:4]1[CH:5]=[C:6]([CH:10]=[CH:11][CH:12]=1)[C:7]([OH:9])=O)([O-:3])=[O:2].C(Cl)(=O)C(Cl)=O.C(N(CC)CC)C.[NH:26]1[CH2:31][CH2:30][O:29][CH2:28][CH2:27]1, predict the reaction product. The product is: [O:29]1[CH2:30][CH2:31][N:26]([C:7]([C:6]2[CH:10]=[CH:11][CH:12]=[C:4]([N+:1]([O-:3])=[O:2])[CH:5]=2)=[O:9])[CH2:27][CH2:28]1.